Dataset: Full USPTO retrosynthesis dataset with 1.9M reactions from patents (1976-2016). Task: Predict the reactants needed to synthesize the given product. Given the product [Cl:10][C:11]1[C:16]([Cl:17])=[CH:15][CH:14]=[CH:13][C:12]=1[S:18]([NH:9][C:8]1[C:3]([O:2][CH3:1])=[N:4][CH:5]=[N:6][CH:7]=1)(=[O:20])=[O:19], predict the reactants needed to synthesize it. The reactants are: [CH3:1][O:2][C:3]1[C:8]([NH2:9])=[CH:7][N:6]=[CH:5][N:4]=1.[Cl:10][C:11]1[C:16]([Cl:17])=[CH:15][CH:14]=[CH:13][C:12]=1[S:18](Cl)(=[O:20])=[O:19].